From a dataset of Catalyst prediction with 721,799 reactions and 888 catalyst types from USPTO. Predict which catalyst facilitates the given reaction. (1) Reactant: [C:1]1([C:6]2[C:14]3[C:13]([O:15][C@H:16]([CH3:28])[CH2:17][CH2:18][CH2:19][CH2:20][C:21]([O:23]C(C)(C)C)=[O:22])=[N:12][CH:11]=[N:10][C:9]=3[O:8][C:7]=2[C:29]2[CH:34]=[CH:33][CH:32]=[CH:31][CH:30]=2)[CH2:5][CH2:4][CH2:3][CH:2]=1.FC(F)(F)C(O)=O. Product: [C:1]1([C:6]2[C:14]3[C:13]([O:15][C@H:16]([CH3:28])[CH2:17][CH2:18][CH2:19][CH2:20][C:21]([OH:23])=[O:22])=[N:12][CH:11]=[N:10][C:9]=3[O:8][C:7]=2[C:29]2[CH:34]=[CH:33][CH:32]=[CH:31][CH:30]=2)[CH2:5][CH2:4][CH2:3][CH:2]=1. The catalyst class is: 4. (2) Reactant: [Br:1][C:2]1[S:6][C:5]([Cl:7])=[C:4]([C:8](O)=[O:9])[CH:3]=1.CSC.B.CO.O. Product: [Br:1][C:2]1[S:6][C:5]([Cl:7])=[C:4]([CH2:8][OH:9])[CH:3]=1. The catalyst class is: 1. (3) Reactant: [Cl:1][C:2]1[CH:7]=[CH:6][C:5]([CH:8]([CH2:27][CH2:28][O:29]C)/[C:9](/[F:26])=[C:10](\[F:25])/[CH2:11][C:12]2[CH:17]=[CH:16][CH:15]=[C:14]([O:18][C:19]3[CH:24]=[CH:23][CH:22]=[CH:21][CH:20]=3)[CH:13]=2)=[CH:4][CH:3]=1.B(Br)(Br)Br. Product: [Cl:1][C:2]1[CH:3]=[CH:4][C:5]([CH:8](/[C:9](/[F:26])=[C:10](\[F:25])/[CH2:11][C:12]2[CH:17]=[CH:16][CH:15]=[C:14]([O:18][C:19]3[CH:24]=[CH:23][CH:22]=[CH:21][CH:20]=3)[CH:13]=2)[CH2:27][CH2:28][OH:29])=[CH:6][CH:7]=1. The catalyst class is: 61. (4) Reactant: O1CCCC1.[Si]([O:13][CH2:14][C:15]1[CH:20]=[C:19]([CH:21]([S:30][C:31]2[CH:36]=[CH:35][C:34]([Cl:37])=[CH:33][CH:32]=2)[C:22]2[CH:27]=[C:26]([F:28])[CH:25]=[CH:24][C:23]=2[F:29])[C:18]([CH3:38])=[CH:17][N:16]=1)(C(C)(C)C)(C)C.[F-].C([N+](CCCC)(CCCC)CCCC)CCC.O. Product: [Cl:37][C:34]1[CH:35]=[CH:36][C:31]([S:30][CH:21]([C:22]2[CH:27]=[C:26]([F:28])[CH:25]=[CH:24][C:23]=2[F:29])[C:19]2[C:18]([CH3:38])=[CH:17][N:16]=[C:15]([CH2:14][OH:13])[CH:20]=2)=[CH:32][CH:33]=1. The catalyst class is: 81. (5) Reactant: [CH:1]12[CH2:7][CH:4]([CH2:5][CH2:6]1)[CH2:3][CH:2]2[C:8]([F:17])([F:16])[C:9]([F:15])([F:14])[S:10]([O-:13])(=[O:12])=[O:11].[Na+].CS([O-])(=O)=O.[CH2:24]([O:28][C:29]1[CH:30]=[C:31]2[C:36](=[CH:37][CH:38]=1)[CH:35]=[C:34]([S+:39]1[CH2:43][CH2:42][CH2:41][CH2:40]1)[CH:33]=[CH:32]2)[CH2:25][CH2:26][CH3:27]. Product: [CH:1]12[CH2:7][CH:4]([CH2:5][CH2:6]1)[CH2:3][CH:2]2[C:8]([F:17])([F:16])[C:9]([F:14])([F:15])[S:10]([O-:13])(=[O:11])=[O:12].[CH2:24]([O:28][C:29]1[CH:30]=[C:31]2[C:36](=[CH:37][CH:38]=1)[CH:35]=[C:34]([S+:39]1[CH2:40][CH2:41][CH2:42][CH2:43]1)[CH:33]=[CH:32]2)[CH2:25][CH2:26][CH3:27]. The catalyst class is: 4. (6) Reactant: [F:1][C:2]([F:24])([F:23])[O:3][C:4]1[CH:9]=[CH:8][C:7]([N:10]2[CH:14]=[N:13][C:12]([C:15]3[CH:22]=[CH:21][C:18]([CH:19]=O)=[CH:17][CH:16]=3)=[N:11]2)=[CH:6][CH:5]=1.[C:25]([CH2:27][C:28]([O:30][CH2:31][CH3:32])=[O:29])#[N:26].N1CCCC1. Product: [C:25](/[C:27](=[CH:19]/[C:18]1[CH:21]=[CH:22][C:15]([C:12]2[N:13]=[CH:14][N:10]([C:7]3[CH:8]=[CH:9][C:4]([O:3][C:2]([F:23])([F:1])[F:24])=[CH:5][CH:6]=3)[N:11]=2)=[CH:16][CH:17]=1)/[C:28]([O:30][CH2:31][CH3:32])=[O:29])#[N:26]. The catalyst class is: 8. (7) Reactant: [Cl:1][C:2]1[S:3][C:4]([C:10]([C:12]2[C:13]([NH:18][C@H:19]3[CH2:23][C@H:22]([O:24][Si](C(C)C)(C(C)C)C(C)C)[C@@H:21]([CH2:35][OH:36])[CH2:20]3)=[N:14][CH:15]=[N:16][CH:17]=2)=[O:11])=[CH:5][C:6]=1[C:7](=[O:9])[CH3:8].Cl[S:38]([NH2:41])(=[O:40])=[O:39]. Product: [S:38](=[O:40])(=[O:39])([O:36][CH2:35][C@H:21]1[CH2:20][C@@H:19]([NH:18][C:13]2[C:12]([C:10]([C:4]3[S:3][C:2]([Cl:1])=[C:6]([C:7](=[O:9])[CH3:8])[CH:5]=3)=[O:11])=[CH:17][N:16]=[CH:15][N:14]=2)[CH2:23][C@@H:22]1[OH:24])[NH2:41]. The catalyst class is: 3.